From a dataset of Full USPTO retrosynthesis dataset with 1.9M reactions from patents (1976-2016). Predict the reactants needed to synthesize the given product. (1) Given the product [Br:1][C:2]1[C:3]([Cl:10])=[CH:4][C:5]([I:9])=[C:6]([NH:8][S:19]([CH3:18])(=[O:21])=[O:20])[CH:7]=1, predict the reactants needed to synthesize it. The reactants are: [Br:1][C:2]1[C:3]([Cl:10])=[CH:4][C:5]([I:9])=[C:6]([NH2:8])[CH:7]=1.CCN(CC)CC.[CH3:18][S:19](Cl)(=[O:21])=[O:20]. (2) Given the product [C:1]([O:5][C:6](=[O:15])[NH:7][C@H:8]1[CH2:9][CH2:10][C@H:11]([N:14]([CH:17]2[CH2:16][CH2:31]2)[CH:23]2[CH2:25][CH2:24]2)[CH2:12][CH2:13]1)([CH3:4])([CH3:2])[CH3:3], predict the reactants needed to synthesize it. The reactants are: [C:1]([O:5][C:6](=[O:15])[NH:7][C@H:8]1[CH2:13][CH2:12][C@H:11]([NH2:14])[CH2:10][CH2:9]1)([CH3:4])([CH3:3])[CH3:2].[C:16](O)(=O)[CH3:17].C(O[C:23]1(O[Si](C)(C)C)[CH2:25][CH2:24]1)C.[C:31]([BH3-])#N.[Na+]. (3) Given the product [OH:2][CH2:3][C:4]1([C:9]#[N:10])[CH2:7][C:6](=[CH2:8])[CH2:5]1, predict the reactants needed to synthesize it. The reactants are: C[O:2][CH2:3][C:4]1([C:9]#[N:10])[CH2:7][C:6](=[CH2:8])[CH2:5]1.B(Br)(Br)Br. (4) Given the product [C:29]([N:25]1[CH2:26][CH2:27][CH2:28][C@H:23]([N:4]2[C:3](=[O:2])[NH:11][C:10]3[C:5]2=[N:6][C:7]([C:12]2[CH:13]=[N:14][N:15]4[CH:20]=[CH:19][C:18]([C:21]#[N:22])=[CH:17][C:16]=24)=[N:8][CH:9]=3)[CH2:24]1)(=[O:31])[CH3:30], predict the reactants needed to synthesize it. The reactants are: Cl.[O:2]=[C:3]1[NH:11][C:10]2[C:5](=[N:6][C:7]([C:12]3[CH:13]=[N:14][N:15]4[CH:20]=[CH:19][C:18]([C:21]#[N:22])=[CH:17][C:16]=34)=[N:8][CH:9]=2)[N:4]1[C@H:23]1[CH2:28][CH2:27][CH2:26][NH:25][CH2:24]1.[C:29](OC(=O)C)(=[O:31])[CH3:30].